From a dataset of Full USPTO retrosynthesis dataset with 1.9M reactions from patents (1976-2016). Predict the reactants needed to synthesize the given product. Given the product [Cl:17][C:12]1[CH:11]=[C:10]([C@@H:9]2[O:8][CH2:7][CH2:6][N:5]([C:18]([O:20][C:21]([CH3:24])([CH3:23])[CH3:22])=[O:19])[CH2:4][C@H:3]2[CH2:2][NH:1][S:33]([CH3:32])(=[O:35])=[O:34])[CH:15]=[CH:14][C:13]=1[Cl:16], predict the reactants needed to synthesize it. The reactants are: [NH2:1][CH2:2][C@H:3]1[C@H:9]([C:10]2[CH:15]=[CH:14][C:13]([Cl:16])=[C:12]([Cl:17])[CH:11]=2)[O:8][CH2:7][CH2:6][N:5]([C:18]([O:20][C:21]([CH3:24])([CH3:23])[CH3:22])=[O:19])[CH2:4]1.C(N(CC)CC)C.[CH3:32][S:33](Cl)(=[O:35])=[O:34].